From a dataset of Full USPTO retrosynthesis dataset with 1.9M reactions from patents (1976-2016). Predict the reactants needed to synthesize the given product. Given the product [OH:31][CH2:29][C:30]1[CH:32]=[N:1][C:2]2[CH:3]=[C:4]3[CH2:5][C:6]4([C:14]5[C:9](=[N:10][CH:11]=[CH:12][CH:13]=5)[NH:8][C:7]4=[O:15])[CH2:16][C:17]3=[CH:18][C:19]=2[N:20]=1, predict the reactants needed to synthesize it. The reactants are: [NH2:1][C:2]1[CH:3]=[C:4]2[C:17](=[CH:18][C:19]=1[N+:20]([O-])=O)[CH2:16][C@:6]1([C:14]3[C:9](=[N:10][CH:11]=[CH:12][CH:13]=3)[NH:8][C:7]1=[O:15])[CH2:5]2.[O-]S([O-])(=O)=O.[Mg+2].[CH2:29]([O-:31])[CH3:30].[CH2:32](Cl)Cl.